Predict the reactants needed to synthesize the given product. From a dataset of Full USPTO retrosynthesis dataset with 1.9M reactions from patents (1976-2016). (1) Given the product [C:23]1([NH:22][C:10]2[C:11]3[C:16](=[O:17])[N:15]4[CH2:18][CH2:19][NH:20][CH2:21][C:14]4=[N:13][C:12]=3[NH:8][N:9]=2)[CH:28]=[CH:27][CH:26]=[CH:25][CH:24]=1, predict the reactants needed to synthesize it. The reactants are: COC1C=CC(C[N:8]2[C:12]3[N:13]=[C:14]4[CH2:21][NH:20][CH2:19][CH2:18][N:15]4[C:16](=[O:17])[C:11]=3[C:10]([NH:22][C:23]3[CH:28]=[CH:27][CH:26]=[CH:25][CH:24]=3)=[N:9]2)=CC=1.FC(F)(F)C(O)=O.S(=O)(=O)(O)O. (2) The reactants are: Br[C:2]1[C:10]2[O:9][C:8]([Si](C)(C)C)=[CH:7][C:6]=2[CH:5]=[C:4]([NH:15][S:16]([C:19]2[CH:24]=[C:23]([CH3:25])[CH:22]=[CH:21][C:20]=2[O:26][CH3:27])(=[O:18])=[O:17])[CH:3]=1.[C:28]([O:32][C:33]([N:35]1[CH2:40][CH2:39][NH:38][CH2:37][CH2:36]1)=[O:34])([CH3:31])([CH3:30])[CH3:29].[C:41]([O-])([O-])=[O:42].[K+].[K+]. Given the product [C:28]([O:32][C:33]([N:35]1[CH2:40][CH2:39][N:38]([C:41]([C:2]2[C:10]3[O:9][CH:8]=[CH:7][C:6]=3[CH:5]=[C:4]([NH:15][S:16]([C:19]3[CH:24]=[C:23]([CH3:25])[CH:22]=[CH:21][C:20]=3[O:26][CH3:27])(=[O:18])=[O:17])[CH:3]=2)=[O:42])[CH2:37][CH2:36]1)=[O:34])([CH3:31])([CH3:29])[CH3:30], predict the reactants needed to synthesize it.